Dataset: Peptide-MHC class II binding affinity with 134,281 pairs from IEDB. Task: Regression. Given a peptide amino acid sequence and an MHC pseudo amino acid sequence, predict their binding affinity value. This is MHC class II binding data. The peptide sequence is AGLLGVVSTVLLGGV. The MHC is DRB1_0101 with pseudo-sequence DRB1_0101. The binding affinity (normalized) is 0.561.